This data is from Reaction yield outcomes from USPTO patents with 853,638 reactions. The task is: Predict the reaction yield, written as a fraction of the theoretical maximum amount of product (1.0 means a 100% yield; for example, 0.34 means a 34% yield). (1) The reactants are [OH:1][C:2]1[CH:3]=[C:4]([CH:9]=[C:10]([OH:13])[C:11]=1[OH:12])[C:5]([O:7][CH3:8])=[O:6]. The catalyst is C(O)CCCCC. The yield is 0.430. The product is [OH:1][C:2]1[CH:3]=[C:4]([CH:9]=[C:10]([OH:13])[C:11]=1[OH:12])[C:5]([O:7][CH2:8][CH2:10][CH2:11][CH2:2][CH2:3][CH3:4])=[O:6]. (2) The yield is 0.530. The catalyst is O. The reactants are Br[C:2]1[CH:3]=[CH:4][C:5]([O:8][C:9]2[CH:14]=[CH:13][CH:12]=[CH:11][C:10]=2[F:15])=[N:6][CH:7]=1.[O:16]1CCC[CH2:17]1.C([Li])CCC.CN(C)C=O. The product is [F:15][C:10]1[CH:11]=[CH:12][CH:13]=[CH:14][C:9]=1[O:8][C:5]1[N:6]=[CH:7][C:2]([CH:17]=[O:16])=[CH:3][CH:4]=1. (3) The reactants are [F:1][C:2]1[CH:41]=[CH:40][C:5]([C:6]([NH:8][C:9]2[N:13]([C@H:14]3[CH2:19][CH2:18][C@@H:17]([C:20](=[O:25])[NH:21][CH:22]([CH3:24])[CH3:23])[CH2:16][CH2:15]3)[C:12]3[CH:26]=[C:27]([O:30]CC4C=CC(OC)=CC=4)[CH:28]=[CH:29][C:11]=3[N:10]=2)=[O:7])=[CH:4][CH:3]=1.C(O)(C(F)(F)F)=O. The catalyst is C(Cl)Cl. The product is [F:1][C:2]1[CH:3]=[CH:4][C:5]([C:6]([NH:8][C:9]2[N:13]([C@H:14]3[CH2:19][CH2:18][C@@H:17]([C:20](=[O:25])[NH:21][CH:22]([CH3:24])[CH3:23])[CH2:16][CH2:15]3)[C:12]3[CH:26]=[C:27]([OH:30])[CH:28]=[CH:29][C:11]=3[N:10]=2)=[O:7])=[CH:40][CH:41]=1. The yield is 0.840. (4) The reactants are Br[C:2]1[N:6]2[C:7](=[O:25])[CH:8]=[C:9]([CH2:11][N:12]3[C:16]([C:17]([F:20])([F:19])[F:18])=[C:15]([F:21])[C:14]([CH:22]4[CH2:24][CH2:23]4)=[N:13]3)[N:10]=[C:5]2[S:4][C:3]=1[CH3:26].C(=O)([O-])[O-].[Na+].[Na+].[OH:33][CH2:34][C@@H:35]1[CH2:37][C@H:36]1[B-](F)(F)F.[K+].O. The catalyst is CC#N.C1C=CC(P(C2C=CC=CC=2)[C-]2C=CC=C2)=CC=1.C1C=CC(P(C2C=CC=CC=2)[C-]2C=CC=C2)=CC=1.Cl[Pd]Cl.[Fe+2]. The product is [CH:22]1([C:14]2[C:15]([F:21])=[C:16]([C:17]([F:20])([F:19])[F:18])[N:12]([CH2:11][C:9]3[N:10]=[C:5]4[S:4][C:3]([CH3:26])=[C:2]([C@@H:36]5[CH2:37][C@H:35]5[CH2:34][OH:33])[N:6]4[C:7](=[O:25])[CH:8]=3)[N:13]=2)[CH2:24][CH2:23]1. The yield is 0.120. (5) The catalyst is CC#N. The yield is 0.110. The reactants are [N:1]12[CH2:8][CH2:7][C:4]([C:9]([C:18]3[CH:23]=[CH:22][CH:21]=[C:20]([CH3:24])[CH:19]=3)([C:11]3[CH:16]=[CH:15][CH:14]=[C:13]([CH3:17])[CH:12]=3)[OH:10])([CH2:5][CH2:6]1)[CH2:3][CH2:2]2.[C:25]1([CH2:31][O:32][CH2:33][CH2:34][Br:35])[CH:30]=[CH:29][CH:28]=[CH:27][CH:26]=1. The product is [Br-:35].[OH:10][C:9]([C:18]1[CH:23]=[CH:22][CH:21]=[C:20]([CH3:24])[CH:19]=1)([C:11]1[CH:16]=[CH:15][CH:14]=[C:13]([CH3:17])[CH:12]=1)[C:4]12[CH2:5][CH2:6][N+:1]([CH2:34][CH2:33][O:32][CH2:31][C:25]3[CH:30]=[CH:29][CH:28]=[CH:27][CH:26]=3)([CH2:8][CH2:7]1)[CH2:2][CH2:3]2. (6) The reactants are C(OC([N:8]1[CH2:13][CH2:12][CH:11]([C:14](=[O:39])[NH:15][CH2:16][C:17]([C:20]2[O:21][C:22]([C:33]3[CH:38]=[CH:37][N:36]=[CH:35][CH:34]=3)=[C:23]([C:25]3[CH:30]=[CH:29][C:28]([Cl:31])=[C:27]([OH:32])[CH:26]=3)[CH:24]=2)([CH3:19])[CH3:18])[CH2:10][CH2:9]1)=O)(C)(C)C.FC(F)(F)C(O)=O. The catalyst is ClCCl. The product is [Cl:31][C:28]1[CH:29]=[CH:30][C:25]([C:23]2[CH:24]=[C:20]([C:17]([CH3:18])([CH3:19])[CH2:16][NH:15][C:14]([CH:11]3[CH2:12][CH2:13][NH:8][CH2:9][CH2:10]3)=[O:39])[O:21][C:22]=2[C:33]2[CH:34]=[CH:35][N:36]=[CH:37][CH:38]=2)=[CH:26][C:27]=1[OH:32]. The yield is 0.930. (7) The reactants are [Cl:1][C:2]1[CH:11]=[CH:10][C:9](I)=[CH:8][C:3]=1[C:4]([O:6][CH3:7])=[O:5].B1([C:27]2[N:32]=[CH:31][CH:30]=[CH:29][CH:28]=2)OCCN(C2C=CC=CC=2)CCO1.C(=O)([O-])[O-].[K+].[K+].C1(P(C2C=CC=CC=2)C2C=CC=CC=2)C=CC=CC=1. The catalyst is C1COCC1.C([O-])(=O)C.[Pd+2].C([O-])(=O)C.[Cu](I)I. The product is [Cl:1][C:2]1[CH:11]=[CH:10][C:9]([C:31]2[CH:30]=[CH:29][CH:28]=[CH:27][N:32]=2)=[CH:8][C:3]=1[C:4]([O:6][CH3:7])=[O:5]. The yield is 0.490. (8) The product is [CH2:41]([O:40][C:38]([C@:5]12[CH2:34][CH2:33][C@@H:32]([C:35]([CH3:37])=[CH2:36])[C@@H:6]1[C@@H:7]1[C@@:2]([CH3:1])([CH2:3][CH2:4]2)[C@@:19]2([CH3:20])[C@@H:10]([C@:11]3([CH3:31])[C@@H:16]([CH2:17][CH2:18]2)[C:15]([CH3:21])([CH3:22])[C:14]([C:48]2[CH:49]=[CH:50][C:51]([B:54]([OH:56])[OH:55])=[CH:52][CH:53]=2)=[CH:13][CH2:12]3)[CH2:9][CH2:8]1)=[O:39])[C:42]1[CH:47]=[CH:46][CH:45]=[CH:44][CH:43]=1. The yield is 0.342. The reactants are [CH3:1][C@:2]12[C@@:19]3([CH3:20])[C@@H:10]([C@:11]4([CH3:31])[C@@H:16]([CH2:17][CH2:18]3)[C:15]([CH3:22])([CH3:21])[C:14](OS(C(F)(F)F)(=O)=O)=[CH:13][CH2:12]4)[CH2:9][CH2:8][C@@H:7]1[C@H:6]1[C@H:32]([C:35]([CH3:37])=[CH2:36])[CH2:33][CH2:34][C@:5]1([C:38]([O:40][CH2:41][C:42]1[CH:47]=[CH:46][CH:45]=[CH:44][CH:43]=1)=[O:39])[CH2:4][CH2:3]2.[C:48]1(B(O)O)[CH:53]=[CH:52][C:51]([B:54]([OH:56])[OH:55])=[CH:50][CH:49]=1.C(=O)([O-])[O-].[Na+].[Na+]. The catalyst is C1COCC1.O.CCOC(C)=O.C1C=CC([P]([Pd]([P](C2C=CC=CC=2)(C2C=CC=CC=2)C2C=CC=CC=2)([P](C2C=CC=CC=2)(C2C=CC=CC=2)C2C=CC=CC=2)[P](C2C=CC=CC=2)(C2C=CC=CC=2)C2C=CC=CC=2)(C2C=CC=CC=2)C2C=CC=CC=2)=CC=1. (9) The reactants are [F:1][C:2]1[CH:23]=[C:22]([N+:24]([O-:26])=[O:25])[CH:21]=[CH:20][C:3]=1[O:4][C:5]1[CH:10]=[CH:9][N:8]=[C:7]2[CH:11]=[C:12]([C:14]([NH:16][N:17]([CH3:19])[CH3:18])=[O:15])[S:13][C:6]=12.Cl[C:28]1C=CN=C2C=C(C(N(C)N(C)C)=O)SC=12. No catalyst specified. The product is [F:1][C:2]1[CH:23]=[C:22]([N+:24]([O-:26])=[O:25])[CH:21]=[CH:20][C:3]=1[O:4][C:5]1[CH:10]=[CH:9][N:8]=[C:7]2[CH:11]=[C:12]([C:14]([N:16]([CH3:28])[N:17]([CH3:19])[CH3:18])=[O:15])[S:13][C:6]=12. The yield is 0.660.